This data is from Forward reaction prediction with 1.9M reactions from USPTO patents (1976-2016). The task is: Predict the product of the given reaction. (1) Given the reactants [CH3:1][C@@H:2]1[CH2:4][C@H:3]1[C:5]([OH:7])=[O:6].[C:8]1(O)[CH:13]=[CH:12][CH:11]=[CH:10][CH:9]=1.CCN=C=NCCCN(C)C.Cl, predict the reaction product. The product is: [CH3:1][CH:2]1[CH2:4][CH:3]1[C:5]([O:7][C:8]1[CH:13]=[CH:12][CH:11]=[CH:10][CH:9]=1)=[O:6]. (2) Given the reactants [NH:1]1[CH2:6][CH2:5][CH:4]([C:7]([O:9][CH2:10][CH3:11])=[O:8])[CH2:3][CH2:2]1.Cl[C:13]1[CH:18]=[CH:17][C:16]([C:19]([F:22])([F:21])[F:20])=[CH:15][N:14]=1.C(N(CC)CC)C, predict the reaction product. The product is: [F:20][C:19]([F:22])([F:21])[C:16]1[CH:17]=[CH:18][C:13]([N:1]2[CH2:6][CH2:5][CH:4]([C:7]([O:9][CH2:10][CH3:11])=[O:8])[CH2:3][CH2:2]2)=[N:14][CH:15]=1. (3) Given the reactants [F:1][C:2]1[CH:7]=[CH:6][C:5]([N:8]2[C:16]3[C:11](=[CH:12][C:13]([O:17][C@H:18]([C:22]4[CH:27]=[CH:26][C:25]([S:28][CH3:29])=[C:24]([O:30][CH3:31])[CH:23]=4)[C@@H:19]([NH2:21])[CH3:20])=[CH:14][CH:15]=3)[CH:10]=[N:9]2)=[CH:4][CH:3]=1.C(N(C(C)C)C(C)C)C.[F:41][C:42]([F:53])([F:52])[C:43](O[C:43](=[O:44])[C:42]([F:53])([F:52])[F:41])=[O:44], predict the reaction product. The product is: [F:41][C:42]([F:53])([F:52])[C:43]([NH:21][C@@H:19]([CH3:20])[C@H:18]([O:17][C:13]1[CH:12]=[C:11]2[C:16](=[CH:15][CH:14]=1)[N:8]([C:5]1[CH:6]=[CH:7][C:2]([F:1])=[CH:3][CH:4]=1)[N:9]=[CH:10]2)[C:22]1[CH:27]=[CH:26][C:25]([S:28][CH3:29])=[C:24]([O:30][CH3:31])[CH:23]=1)=[O:44]. (4) The product is: [C:1]([O:5][C:6]([NH:8][C@H:9]1[CH2:10][CH2:11][C@H:12]([N:15]2[CH2:20][CH2:19][CH2:18][CH2:17]2)[CH2:13][CH2:14]1)=[O:7])([CH3:4])([CH3:2])[CH3:3]. Given the reactants [C:1]([O:5][C:6]([NH:8][C@H:9]1[CH2:14][CH2:13][C@H:12]([NH2:15])[CH2:11][CH2:10]1)=[O:7])([CH3:4])([CH3:3])[CH3:2].Cl[CH2:17][CH2:18][CH2:19][CH2:20]Cl.C(=O)([O-])[O-].[K+].[K+].[I-].[Na+], predict the reaction product. (5) Given the reactants C1(P(=[CH:20][C:21]([O:23][CH2:24][C:25]2[CH:30]=[CH:29][CH:28]=[CH:27][CH:26]=2)=[O:22])(C2C=CC=CC=2)C2C=CC=CC=2)C=CC=CC=1.[CH3:31][N:32]1[CH:36]=[CH:35][CH:34]=[C:33]1[CH:37]=O, predict the reaction product. The product is: [CH2:24]([O:23][C:21](=[O:22])[CH:20]=[CH:37][C:33]1[N:32]([CH3:31])[CH:36]=[CH:35][CH:34]=1)[C:25]1[CH:26]=[CH:27][CH:28]=[CH:29][CH:30]=1. (6) Given the reactants Cl.[F:2][C:3]([F:14])([F:13])[C:4]1[CH:9]=[CH:8][CH:7]=[CH:6][C:5]=1[CH2:10][NH:11][NH2:12].C(O[CH:18]=[C:19]([C:22]#[N:23])[C:20]#[N:21])C, predict the reaction product. The product is: [NH2:23][C:22]1[N:11]([CH2:10][C:5]2[CH:6]=[CH:7][CH:8]=[CH:9][C:4]=2[C:3]([F:13])([F:14])[F:2])[N:12]=[CH:18][C:19]=1[C:20]#[N:21]. (7) Given the reactants [CH3:1][N:2]1[C@H:6]([CH:7]=[CH:8][C:9]2[S:10][CH:11]=[CH:12][CH:13]=2)[CH2:5][O:4][C:3]1=[O:14], predict the reaction product. The product is: [CH3:1][N:2]1[C@H:6]([CH2:7][CH2:8][C:9]2[S:10][CH:11]=[CH:12][CH:13]=2)[CH2:5][O:4][C:3]1=[O:14]. (8) The product is: [Br:25][CH2:1][C:15]([C:13]1[CH:12]=[CH:11][N:10]=[C:9]([O:8][CH3:7])[CH:14]=1)=[O:17]. Given the reactants [C:1](Cl)(=O)C(Cl)=O.[CH3:7][O:8][C:9]1[CH:14]=[C:13]([C:15]([OH:17])=O)[CH:12]=[CH:11][N:10]=1.C[Si](C=[N+]=[N-])(C)C.[BrH:25], predict the reaction product. (9) Given the reactants C(OC(=O)[NH:7][CH:8]1[CH2:13][CH2:12][CH:11]([NH:14][C:15]2[C:16]3[N:17]([C:21]([C:24]4[CH:29]=[CH:28][N:27]=[C:26]([NH:30][CH2:31][C:32]5[CH:37]=[CH:36][CH:35]=[C:34]([Cl:38])[CH:33]=5)[N:25]=4)=[CH:22][N:23]=3)[CH:18]=[CH:19][N:20]=2)[CH2:10][CH2:9]1)(C)(C)C.Cl, predict the reaction product. The product is: [Cl:38][C:34]1[CH:33]=[C:32]([CH:37]=[CH:36][CH:35]=1)[CH2:31][NH:30][C:26]1[N:25]=[C:24]([C:21]2[N:17]3[CH:18]=[CH:19][N:20]=[C:15]([NH:14][CH:11]4[CH2:10][CH2:9][CH:8]([NH2:7])[CH2:13][CH2:12]4)[C:16]3=[N:23][CH:22]=2)[CH:29]=[CH:28][N:27]=1. (10) The product is: [C:12]([NH:1][C:2]1[CH:10]=[CH:9][C:5]([C:6]([OH:8])=[O:7])=[CH:4][C:3]=1[CH3:11])([O:14][CH2:15][C:16]1[CH:21]=[CH:20][CH:19]=[CH:18][CH:17]=1)=[O:13]. Given the reactants [NH2:1][C:2]1[CH:10]=[CH:9][C:5]([C:6]([OH:8])=[O:7])=[CH:4][C:3]=1[CH3:11].[C:12](Cl)([O:14][CH2:15][C:16]1[CH:21]=[CH:20][CH:19]=[CH:18][CH:17]=1)=[O:13].C(=O)([O-])O.[Na+].Cl, predict the reaction product.